From a dataset of Full USPTO retrosynthesis dataset with 1.9M reactions from patents (1976-2016). Predict the reactants needed to synthesize the given product. (1) Given the product [CH3:6][N:7]1[C:11]([CH2:14][CH2:13][OH:12])=[CH:10][CH:9]=[N:8]1, predict the reactants needed to synthesize it. The reactants are: C([Li])CCC.[CH3:6][N:7]1[CH:11]=[CH:10][CH:9]=[N:8]1.[O:12]1[CH2:14][CH2:13]1. (2) Given the product [CH3:1][O:2][C:3]1[CH:4]=[C:5]([CH:9]([CH:14]2[CH2:19][CH2:18][N:17]([C:20]3[N:21]=[CH:22][CH:23]=[CH:24][N:25]=3)[CH2:16][CH2:15]2)[C:10]([OH:12])=[O:11])[CH:6]=[CH:7][CH:8]=1, predict the reactants needed to synthesize it. The reactants are: [CH3:1][O:2][C:3]1[CH:4]=[C:5]([CH:9]([CH:14]2[CH2:19][CH2:18][N:17]([C:20]3[N:25]=[CH:24][CH:23]=[CH:22][N:21]=3)[CH2:16][CH2:15]2)[C:10]([O:12]C)=[O:11])[CH:6]=[CH:7][CH:8]=1.[OH-].[K+].Cl. (3) Given the product [CH2:38]([O:39][C:40]1([CH3:42])[CH2:33][CH2:31][N:30]([C:17]2[N:16]3[N:19]=[C:20]([C:22]([O:24][CH2:25][CH3:26])=[O:23])[CH:21]=[C:15]3[N:14]=[C:13]([CH3:27])[C:12]=2[C@H:6]([O:5][C:1]([CH3:4])([CH3:3])[CH3:2])[C:7]([O:9][CH2:10][CH3:11])=[O:8])[CH2:34][CH2:36]1)[CH:37]=[CH2:43], predict the reactants needed to synthesize it. The reactants are: [C:1]([O:5][C@@H:6]([C:12]1[C:13]([CH3:27])=[N:14][C:15]2[N:16]([N:19]=[C:20]([C:22]([O:24][CH2:25][CH3:26])=[O:23])[CH:21]=2)[C:17]=1Cl)[C:7]([O:9][CH2:10][CH3:11])=[O:8])([CH3:4])([CH3:3])[CH3:2].CC[N:30]([CH:34]([CH3:36])C)[CH:31]([CH3:33])C.[CH3:37][CH2:38][O:39][C:40]([CH3:42])=O.[CH3:43]N(C=O)C.